From a dataset of Forward reaction prediction with 1.9M reactions from USPTO patents (1976-2016). Predict the product of the given reaction. (1) Given the reactants [Cl:1][C:2]1[CH:18]=[CH:17][C:5]2[CH2:6][CH2:7][N:8]([C:11](=[O:16])[C:12]([F:15])([F:14])[F:13])[CH2:9][CH2:10][C:4]=2[C:3]=1OS(C(F)(F)F)(=O)=O.[CH:27]1([S:32][CH2:33][C:34]2[CH:41]=[CH:40][C:37]([CH2:38][NH2:39])=[CH:36][CH:35]=2)[CH2:31][CH2:30][CH2:29][CH2:28]1, predict the reaction product. The product is: [Cl:1][C:2]1[CH:18]=[CH:17][C:5]2[CH2:6][CH2:7][N:8]([C:11](=[O:16])[C:12]([F:13])([F:15])[F:14])[CH2:9][CH2:10][C:4]=2[C:3]=1[NH:39][CH2:38][C:37]1[CH:40]=[CH:41][C:34]([CH2:33][S:32][CH:27]2[CH2:31][CH2:30][CH2:29][CH2:28]2)=[CH:35][CH:36]=1. (2) Given the reactants [OH:1][CH2:2][CH2:3][C@@H:4]1[NH:18][C:17](=[O:19])[N:16]([CH3:20])[CH2:15][CH2:14][CH2:13][CH2:12][CH:11]=[CH:10][C@H:9]2[C@@:7]([C:21]([O:23][CH2:24][CH3:25])=[O:22])([CH2:8]2)[NH:6][C:5]1=[O:26].[CH2:27]([N:29]1[CH:33]=[C:32]([C:34]2[CH:43]=[C:42](O)[C:41]3[C:36](=[C:37]([CH3:47])[C:38]([O:45][CH3:46])=[CH:39][CH:40]=3)[N:35]=2)[CH:31]=[N:30]1)[CH3:28].C(C1N=C(C2C=C(OCC[C@@H]3NC(=O)N(C)CCCCC=C[C@H]4[C@@](C(OCC)=O)(C4)NC3=O)C3C(=C(C)C(OC)=CC=3)N=2)SC=1)(C)C, predict the reaction product. The product is: [CH3:46][O:45][C:38]1[C:37]([CH3:47])=[C:36]2[C:41]([C:42]([O:1][CH2:2][CH2:3][C@@H:4]3[NH:18][C:17](=[O:19])[N:16]([CH3:20])[CH2:15][CH2:14][CH2:13][CH2:12][CH:11]=[CH:10][C@H:9]4[C@@:7]([C:21]([O:23][CH2:24][CH3:25])=[O:22])([CH2:8]4)[NH:6][C:5]3=[O:26])=[CH:43][C:34]([C:32]3[CH:31]=[N:30][N:29]([CH2:27][CH3:28])[CH:33]=3)=[N:35]2)=[CH:40][CH:39]=1. (3) Given the reactants [C:1]([O:5][CH2:6][CH3:7])(=[O:4])[CH:2]=[CH2:3].C(N(C(C)C)CC)(C)C.CC1C=CC=CC=1P(C1C=CC=CC=1C)C1C=CC=CC=1C.Br[C:40]1[CH:41]=[C:42]2[C:59](=[N:60][CH:61]=1)[NH:58][C:57](=[O:62])[C:44]1([CH2:49][CH2:48][N:47]([C:50]([O:52][C:53]([CH3:56])([CH3:55])[CH3:54])=[O:51])[CH2:46][CH2:45]1)[CH2:43]2, predict the reaction product. The product is: [CH2:6]([O:5][C:1](=[O:4])/[CH:2]=[CH:3]/[C:40]1[CH:41]=[C:42]2[C:59](=[N:60][CH:61]=1)[NH:58][C:57](=[O:62])[C:44]1([CH2:49][CH2:48][N:47]([C:50]([O:52][C:53]([CH3:54])([CH3:55])[CH3:56])=[O:51])[CH2:46][CH2:45]1)[CH2:43]2)[CH3:7]. (4) Given the reactants [I:1][C:2]1[C:3](=[O:21])[C:4]2[C:9]([O:10][C:11]=1[C:12]1[CH:17]=[CH:16][CH:15]=[CH:14][CH:13]=1)=[C:8]1[NH:18][N:19]=[CH:20][C:7]1=[CH:6][CH:5]=2.[H-].[Na+].I[CH3:25], predict the reaction product. The product is: [I:1][C:2]1[C:3](=[O:21])[C:4]2[CH:5]=[CH:6][C:7]3[C:8](=[N:18][N:19]([CH3:25])[CH:20]=3)[C:9]=2[O:10][C:11]=1[C:12]1[CH:17]=[CH:16][CH:15]=[CH:14][CH:13]=1. (5) Given the reactants [NH:1]1[C:5]2[CH:6]=[CH:7][C:8]([C:10]([OH:12])=O)=[CH:9][C:4]=2[N:3]=[CH:2]1.[NH:13]1[CH2:18][CH2:17][CH2:16][C@@H:15]2[C:19]3[CH:20]=[CH:21][C:22]([NH:26][C:27](=[O:29])[CH3:28])=[CH:23][C:24]=3[CH2:25][C@H:14]12, predict the reaction product. The product is: [NH:1]1[C:5]2[CH:6]=[CH:7][C:8]([C:10]([N:13]3[CH2:18][CH2:17][CH2:16][C@@H:15]4[C:19]5[CH:20]=[CH:21][C:22]([NH:26][C:27](=[O:29])[CH3:28])=[CH:23][C:24]=5[CH2:25][C@H:14]34)=[O:12])=[CH:9][C:4]=2[N:3]=[CH:2]1.